Dataset: Experimentally validated miRNA-target interactions with 360,000+ pairs, plus equal number of negative samples. Task: Binary Classification. Given a miRNA mature sequence and a target amino acid sequence, predict their likelihood of interaction. (1) The miRNA is hsa-miR-4522 with sequence UGACUCUGCCUGUAGGCCGGU. The protein sequence of the target gene is MLGQQQQQQLYSSAALLTGERSRLLSCYVQDYLECVESLPHDMQRNVSVLRELDNKYQETLKEIDDVYEKYKKEDDSNQKKRLQQHLQRALINSQELGDEKIQIVTQMLELVENRARQMELHSQCFQDPAESERASDKSKMDSSQPERSSRRPRRQRTSESRDLCHMTNGIDDCDDQPPKEKRSKSAKKKKRSKAKQEREASPVEFAIDPNEPTYCLCNQVSYGEMIGCDNEQCPIEWFHFSCVSLTYKPKGKWYCPKCRGDNEKTMDKSTEKTKKERRAR. Result: 0 (no interaction). (2) The miRNA is hsa-miR-3922-3p with sequence UCUGGCCUUGACUUGACUCUUU. The protein sequence of the target gene is MFSVFEEITRIVVKEMDAGGDMIAVRSLVDADRFRCFHLVGEKRTFFGCRHYTTGLTLMDILDTDGDKWLDELDSGLQGQKAEFQILDNVDSTGELIVRLPKEITISGSFQGFHHQKIKISENRISQQYLATLENRKLKRELPFSFRSINTRENLYLVTETLETVKEETLKSDRQYKFWSQISQGHLSYKHKGQREVTIPPNRVLSYRVKQLVFPNKETMSAGLDIHFRGKTKSFPEGKSLGSEDSRNMKEKLEDMESVLKDLTEEKRKDVLNSLAKCLGKEDIRQDLEQRVSEVLISGE.... Result: 0 (no interaction).